From a dataset of Experimental lipophilicity measurements (octanol/water distribution) for 4,200 compounds from AstraZeneca. Regression/Classification. Given a drug SMILES string, predict its absorption, distribution, metabolism, or excretion properties. Task type varies by dataset: regression for continuous measurements (e.g., permeability, clearance, half-life) or binary classification for categorical outcomes (e.g., BBB penetration, CYP inhibition). For this dataset (lipophilicity_astrazeneca), we predict Y. (1) The molecule is CCCc1c(OCc2ccc(-c3nn[nH]n3)cc2OC)ccc(C(C)=O)c1O. The Y is 2.80 logD. (2) The Y is 2.44 logD. The molecule is CC(C)c1nnc2ccc(-c3ocnc3-c3cc(F)ccc3F)cn12. (3) The compound is Fc1ccc(C2CC=CCNC2)cc1Cl. The Y is 1.33 logD. (4) The compound is Cc1ccc(S(=O)(=O)Nc2c(C(=O)N(C)C3CCCCC3)c(C)nn2-c2ccccc2)cc1. The Y is 1.69 logD. (5) The molecule is COc1cc2ncnc(N3CC[C@@H](Oc4cnc5ccccc5n4)C3)c2cc1OC. The Y is 4.04 logD. (6) The drug is Cc1ccccc1-c1c(C(=O)O)n(CCCOc2cccc3ccccc23)c2ccccc12. The Y is 3.89 logD. (7) The Y is 1.52 logD. The drug is CCc1cc(C(N)=S)ccn1. (8) The drug is CN[C@@H](C)C(=O)N[C@H](C(=O)N[C@H]1CCCN(CCc2ccccc2F)C1)C1CCCCC1. The Y is 2.51 logD.